This data is from Forward reaction prediction with 1.9M reactions from USPTO patents (1976-2016). The task is: Predict the product of the given reaction. (1) Given the reactants [C:1]([O:5][CH2:24][C:17](COC(=O)C=C)(COC[C:17]([CH2:30][O:31][C:32](=[O:35])[CH:33]=[CH2:34])([CH2:24]OC(=O)C=C)C[O:5][C:1](=[O:4])[CH:2]=[CH2:3])[CH2:30][O:31][C:32](=[O:35])[CH:33]=[CH2:34])(=[O:4])[CH:2]=[CH2:3].[CH2:42]1CCC(O)(C(C2C=CC=CC=2)=O)CC1.NC(OCC)=O, predict the reaction product. The product is: [C:32]([O:31][CH2:30][CH2:17][CH2:24][CH3:42])(=[O:35])[CH:33]=[CH2:34].[C:1]([OH:5])(=[O:4])[CH:2]=[CH2:3]. (2) Given the reactants [CH3:1][C:2]1([CH3:16])[C:6]([CH3:8])([CH3:7])[O:5][B:4]([C:9]2[CH:14]=[CH:13][C:12]([OH:15])=[CH:11][CH:10]=2)[O:3]1.[CH3:17][CH2:18][N:19]([CH2:22][CH2:23]Cl)[CH2:20][CH3:21].Cl.C(=O)([O-])[O-].[Cs+].[Cs+].O1CCCC1, predict the reaction product. The product is: [CH2:18]([N:19]([CH2:22][CH3:23])[CH2:20][CH2:21][O:15][C:12]1[CH:13]=[CH:14][C:9]([B:4]2[O:3][C:2]([CH3:16])([CH3:1])[C:6]([CH3:7])([CH3:8])[O:5]2)=[CH:10][CH:11]=1)[CH3:17].